From a dataset of Full USPTO retrosynthesis dataset with 1.9M reactions from patents (1976-2016). Predict the reactants needed to synthesize the given product. Given the product [CH3:24][S:25]([C:28]1[CH:35]=[CH:34][C:31]([CH2:32][NH:1][C:2]2[CH:3]=[C:4]3[C:9](=[C:10]([Cl:12])[CH:11]=2)[N:8]=[CH:7][C:6]([C:13]#[N:14])=[C:5]3[NH:15][C:16]2[CH:21]=[CH:20][C:19]([F:22])=[C:18]([Cl:23])[CH:17]=2)=[CH:30][CH:29]=1)(=[O:26])=[O:27], predict the reactants needed to synthesize it. The reactants are: [NH2:1][C:2]1[CH:3]=[C:4]2[C:9](=[C:10]([Cl:12])[CH:11]=1)[N:8]=[CH:7][C:6]([C:13]#[N:14])=[C:5]2[NH:15][C:16]1[CH:21]=[CH:20][C:19]([F:22])=[C:18]([Cl:23])[CH:17]=1.[CH3:24][S:25]([C:28]1[CH:35]=[CH:34][C:31]([CH:32]=O)=[CH:30][CH:29]=1)(=[O:27])=[O:26].[BH3-]C#N.[Na+].